From a dataset of Full USPTO retrosynthesis dataset with 1.9M reactions from patents (1976-2016). Predict the reactants needed to synthesize the given product. (1) Given the product [CH3:27][O:28][C:29]([C:31]1[CH:40]=[C:39]([NH2:41])[C:38]2[C:33](=[C:34]([NH2:52])[CH:35]=[CH:36][CH:37]=2)[N:32]=1)=[O:30], predict the reactants needed to synthesize it. The reactants are: COC(C1C=C(NS(C2C=CC(C)=CC=2)(=O)=O)C2C(=C(O)C=CC=2)N=1)=O.[CH3:27][O:28][C:29]([C:31]1[CH:40]=[C:39]([NH:41]S(C2C=CC(C)=CC=2)(=O)=O)[C:38]2[C:33](=[C:34]([NH2:52])[CH:35]=[CH:36][CH:37]=2)[N:32]=1)=[O:30]. (2) Given the product [F:10][C:7]1[CH:8]=[CH:9][C:2]([C:12]#[N:30])=[C:3]([Sn:20]([CH2:26][CH2:27][CH2:28][CH3:29])([CH2:22][CH2:23][CH2:24][CH3:25])[CH2:16][CH2:17][CH2:18][CH3:19])[CH:6]=1, predict the reactants needed to synthesize it. The reactants are: Br[C:2]1[CH:9]=[CH:8][C:7]([F:10])=[CH:6][C:3]=1C#N.[Li][CH2:12]CCC.[CH2:16]([Sn:20]([CH2:26][CH2:27][CH2:28][CH3:29])([CH2:22][CH2:23][CH2:24][CH3:25])Cl)[CH2:17][CH2:18][CH3:19].[NH4+:30].[Cl-]. (3) The reactants are: C(OC[N:9]1[CH:13]=[C:12]([C:14]2[CH2:18][CH:17]([N:19]([C:22]3[CH:27]=[CH:26][C:25]([C:28]#[N:29])=[C:24]([C:30]([F:33])([F:32])[F:31])[CH:23]=3)[CH2:20][CH3:21])[CH2:16][CH:15]=2)[N:11]=[CH:10]1)(=O)C(C)(C)C.Br[CH2:35][C:36](=[O:39])[CH2:37][CH3:38].N. Given the product [CH2:20]([N:19]([CH:17]1[CH2:16][CH:15]=[C:14]([C:12]2[N:11]([CH2:35][C:36](=[O:39])[CH2:37][CH3:38])[CH:10]=[N:9][CH:13]=2)[CH2:18]1)[C:22]1[CH:27]=[CH:26][C:25]([C:28]#[N:29])=[C:24]([C:30]([F:32])([F:33])[F:31])[CH:23]=1)[CH3:21], predict the reactants needed to synthesize it.